From a dataset of Reaction yield outcomes from USPTO patents with 853,638 reactions. Predict the reaction yield, written as a fraction of the theoretical maximum amount of product (1.0 means a 100% yield; for example, 0.34 means a 34% yield). (1) The reactants are [CH3:1][O:2][C:3](=[O:24])[C:4]1[CH:9]=[CH:8][C:7]([C:10]([NH:12][CH2:13][C:14]2[CH:19]=[CH:18][CH:17]=[C:16]([N+:20]([O-])=O)[CH:15]=2)=[O:11])=[CH:6][C:5]=1[Br:23]. The catalyst is O.C(O)(=O)C.[Fe]. The product is [CH3:1][O:2][C:3](=[O:24])[C:4]1[CH:9]=[CH:8][C:7]([C:10]([NH:12][CH2:13][C:14]2[CH:19]=[CH:18][CH:17]=[C:16]([NH2:20])[CH:15]=2)=[O:11])=[CH:6][C:5]=1[Br:23]. The yield is 0.870. (2) The reactants are Br[C:2]1[CH:7]=[CH:6][CH:5]=[C:4]([N+:8]([O-:10])=[O:9])[C:3]=1[NH:11][C:12](=[O:14])[CH3:13].CC1(C)C(C)(C)OB([C:23]2[CH:28]=[CH:27][N:26]=[CH:25][CH:24]=2)O1.C([O-])([O-])=O.[Na+].[Na+].COCCOC. The catalyst is C1C=CC([P]([Pd]([P](C2C=CC=CC=2)(C2C=CC=CC=2)C2C=CC=CC=2)([P](C2C=CC=CC=2)(C2C=CC=CC=2)C2C=CC=CC=2)[P](C2C=CC=CC=2)(C2C=CC=CC=2)C2C=CC=CC=2)(C2C=CC=CC=2)C2C=CC=CC=2)=CC=1.O. The product is [N+:8]([C:4]1[CH:5]=[CH:6][CH:7]=[C:2]([C:23]2[CH:28]=[CH:27][N:26]=[CH:25][CH:24]=2)[C:3]=1[NH:11][C:12](=[O:14])[CH3:13])([O-:10])=[O:9]. The yield is 0.550. (3) The reactants are [Cl:1][C:2]1[CH:8]=[C:7]([O:9][C:10]2[C:19]3[C:14](=[CH:15][C:16]([O:22][CH3:23])=[C:17]([O:20][CH3:21])[CH:18]=3)[N:13]=[CH:12][N:11]=2)[CH:6]=[CH:5][C:3]=1[NH2:4].[C:24]1([CH3:30])[CH:29]=[CH:28][CH:27]=[CH:26][CH:25]=1.C(N(CC)CC)C.Cl[C:39](Cl)([O:41][C:42](=[O:48])OC(Cl)(Cl)Cl)Cl.CC1C=CC(CO)=CC=1. The catalyst is C(Cl)Cl. The product is [Cl:1][C:2]1[CH:8]=[C:7]([O:9][C:10]2[C:19]3[C:14](=[CH:15][C:16]([O:22][CH3:23])=[C:17]([O:20][CH3:21])[CH:18]=3)[N:13]=[CH:12][N:11]=2)[CH:6]=[CH:5][C:3]=1[NH:4][C:42](=[O:48])[O:41][CH2:39][C:27]1[CH:28]=[CH:29][C:24]([CH3:30])=[CH:25][CH:26]=1. The yield is 0.280. (4) The product is [CH:1]1[C:10]2[C:5](=[CH:6][CH:7]=[CH:8][C:9]=2[CH2:11][C:12]([OH:14])=[O:13])[CH:4]=[CH:3][N:2]=1. The reactants are [CH:1]1[C:10]2[C:5](=[CH:6][CH:7]=[CH:8][C:9]=2[CH2:11][C:12]([O:14]C(C)(C)C)=[O:13])[CH:4]=[CH:3][N:2]=1.C(O)(C(F)(F)F)=O.N. The yield is 0.870. The catalyst is C(Cl)Cl. (5) The reactants are C([O:5][C:6](=O)[NH:7][C:8]1[S:9][C:10]2[C:16]([C:17]3[CH:22]=[CH:21][CH:20]=[CH:19][CH:18]=3)=[CH:15][CH:14]=[C:13]([O:23][CH3:24])[C:11]=2[N:12]=1)(C)(C)C.[CH3:26][N:27]([C:29]1[CH:34]=[CH:33][CH:32]=[CH:31][N:30]=1)C.[ClH:35].[CH3:36]CO. No catalyst specified. The product is [ClH:35].[CH3:24][O:23][C:13]1[C:11]2[N:12]=[C:8]([N:7]([CH3:36])[C:6](=[O:5])[N:27]([CH3:26])[C:29]3[CH:34]=[CH:33][CH:32]=[CH:31][N:30]=3)[S:9][C:10]=2[C:16]([C:17]2[CH:22]=[CH:21][CH:20]=[CH:19][CH:18]=2)=[CH:15][CH:14]=1. The yield is 0.700. (6) The reactants are [Cl:1][C:2]1[C:3]([N:8]2[C:12](O)([C:13]([O:15][CH2:16][CH3:17])=[O:14])[CH2:11][C:10]([C:19]([F:22])([F:21])[F:20])=[N:9]2)=[N:4][CH:5]=[CH:6][CH:7]=1. The catalyst is S(=O)(=O)(O)O.C(O)(=O)C. The product is [Cl:1][C:2]1[C:3]([N:8]2[C:12]([C:13]([O:15][CH2:16][CH3:17])=[O:14])=[CH:11][C:10]([C:19]([F:22])([F:20])[F:21])=[N:9]2)=[N:4][CH:5]=[CH:6][CH:7]=1. The yield is 0.770. (7) The reactants are C[O:2][C:3]1[CH:8]=[C:7]([CH2:9][CH2:10][CH3:11])[CH:6]=[CH:5][C:4]=1[OH:12].B(Br)(Br)Br. The catalyst is C(Cl)Cl. The product is [OH:2][C:3]1[CH:8]=[C:7]([CH2:9][CH2:10][CH3:11])[CH:6]=[CH:5][C:4]=1[OH:12]. The yield is 0.860.